The task is: Predict the reactants needed to synthesize the given product.. This data is from Full USPTO retrosynthesis dataset with 1.9M reactions from patents (1976-2016). (1) The reactants are: [C:1]1([C@:7]2([C:20]([O:22][CH3:23])=[O:21])[CH2:11][CH2:10][C:9](OS(C(F)(F)F)(=O)=O)=[CH:8]2)[CH:6]=[CH:5][CH:4]=[CH:3][CH:2]=1.[C:24]1(B(O)O)[CH:29]=[CH:28][CH:27]=[CH:26][CH:25]=1. Given the product [C:1]1([C@:7]2([C:20]([O:22][CH3:23])=[O:21])[CH2:11][CH2:10][C:9]([C:24]3[CH:29]=[CH:28][CH:27]=[CH:26][CH:25]=3)=[CH:8]2)[CH:6]=[CH:5][CH:4]=[CH:3][CH:2]=1, predict the reactants needed to synthesize it. (2) Given the product [C:2]1([CH3:1])[CH:7]=[C:6]([CH3:8])[CH:5]=[C:4]([CH3:9])[C:3]=1[S:10]([O:14][NH:15][C:16](=[O:22])[O:17][C:18]([CH3:21])([CH3:20])[CH3:19])(=[O:11])=[O:12], predict the reactants needed to synthesize it. The reactants are: [CH3:1][C:2]1[CH:7]=[C:6]([CH3:8])[CH:5]=[C:4]([CH3:9])[C:3]=1[S:10](Cl)(=[O:12])=[O:11].[OH:14][NH:15][C:16](=[O:22])[O:17][C:18]([CH3:21])([CH3:20])[CH3:19].CCN(CC)CC. (3) Given the product [Cl:1][C:2]1[CH:7]=[C:6](/[CH:42]=[CH:40]/[C:39]([OH:38])([CH3:45])[CH3:44])[CH:5]=[C:4]([Cl:9])[C:3]=1[NH:10][C:11]1[C:20]2[CH:21]=[CH:22][NH:23][C:24](=[O:25])[C:19]=2[C:18]2[C:13](=[CH:14][CH:15]=[N:16][CH:17]=2)[N:12]=1, predict the reactants needed to synthesize it. The reactants are: [Cl:1][C:2]1[CH:7]=[C:6](I)[CH:5]=[C:4]([Cl:9])[C:3]=1[NH:10][C:11]1[C:20]2[CH:21]=[CH:22][NH:23][C:24](=[O:25])[C:19]=2[C:18]2[C:13](=[CH:14][CH:15]=[N:16][CH:17]=2)[N:12]=1.C(=O)([O-])[O-].[Na+].[Na+].CC(O)(/C=C/B1O[C:40](C)([CH3:42])[C:39]([CH3:45])([CH3:44])[O:38]1)C. (4) Given the product [CH3:16][C:17]1[O:13][C:12]([C:8]2[CH:7]=[C:6]3[C:11]([C:2](=[O:1])[NH:3][CH:4]=[N:5]3)=[CH:10][CH:9]=2)=[N:14][N:15]=1, predict the reactants needed to synthesize it. The reactants are: [OH:1][C:2]1[C:11]2[C:6](=[CH:7][C:8]([C:12]([NH:14][NH2:15])=[O:13])=[CH:9][CH:10]=2)[N:5]=[CH:4][N:3]=1.[C:16](OCC)(OCC)(OCC)[CH3:17].